Dataset: Reaction yield outcomes from USPTO patents with 853,638 reactions. Task: Predict the reaction yield, written as a fraction of the theoretical maximum amount of product (1.0 means a 100% yield; for example, 0.34 means a 34% yield). (1) The reactants are [F:1][C:2]1[CH:7]=[CH:6][CH:5]=[CH:4][C:3]=1[O:8][CH3:9].CN(C)CCN(C)CCN(C)C.C([Li])CCC.C[O:28]B(OC)OC.C(O)(=O)C.OO. The catalyst is O.O1CCCC1. The product is [F:1][C:2]1[C:3]([O:8][CH3:9])=[CH:4][CH:5]=[CH:6][C:7]=1[OH:28]. The yield is 0.730. (2) The reactants are Cl[C:2]1[N:7]=[C:6]([NH:8][C@@H:9]2[C@@H:14]3[CH2:15][C@@H:11]([CH:12]=[CH:13]3)[C@@H:10]2[C:16]([NH2:18])=[O:17])[C:5]([Cl:19])=[CH:4][N:3]=1.[NH2:20][C:21]1[C:41]([O:42][CH3:43])=[CH:40][C:24]2[CH2:25][CH2:26][N:27]([CH2:30][C:31]([N:33]3[CH2:38][CH2:37][N:36]([CH3:39])[CH2:35][CH2:34]3)=[O:32])[CH2:28][CH2:29][C:23]=2[CH:22]=1. No catalyst specified. The product is [Cl:19][C:5]1[C:6]([NH:8][C@@H:9]2[C@@H:14]3[CH2:15][C@@H:11]([CH:12]=[CH:13]3)[C@@H:10]2[C:16]([NH2:18])=[O:17])=[N:7][C:2]([NH:20][C:21]2[C:41]([O:42][CH3:43])=[CH:40][C:24]3[CH2:25][CH2:26][N:27]([CH2:30][C:31]([N:33]4[CH2:34][CH2:35][N:36]([CH3:39])[CH2:37][CH2:38]4)=[O:32])[CH2:28][CH2:29][C:23]=3[CH:22]=2)=[N:3][CH:4]=1. The yield is 0.320. (3) The reactants are C(O)(=O)C.Br.[CH3:6][C:7]1([CH3:26])[O:11][N:10]=[C:9]([S:12][CH2:13][C:14]2[C:15]([O:24]C)=[N:16][N:17]([CH3:23])[C:18]=2[C:19]([F:22])([F:21])[F:20])[CH2:8]1. No catalyst specified. The product is [CH3:6][C:7]1([CH3:26])[O:11][N:10]=[C:9]([S:12][CH2:13][C:14]2[C:15]([OH:24])=[N:16][N:17]([CH3:23])[C:18]=2[C:19]([F:22])([F:21])[F:20])[CH2:8]1. The yield is 0.960. (4) The reactants are [Br:1][C:2]1[CH:10]=[C:6]([C:7]([OH:9])=O)[C:5]([OH:11])=[CH:4][CH:3]=1.[Cl:12][C:13]1[CH:19]=[CH:18][C:17]([C:20]([F:23])([F:22])[F:21])=[CH:16][C:14]=1[NH2:15]. No catalyst specified. The product is [Br:1][C:2]1[CH:3]=[CH:4][C:5]([OH:11])=[C:6]([CH:10]=1)[C:7]([NH:15][C:14]1[CH:16]=[C:17]([C:20]([F:21])([F:22])[F:23])[CH:18]=[CH:19][C:13]=1[Cl:12])=[O:9]. The yield is 0.342. (5) The reactants are Br[CH2:2][C:3]1[CH:4]=[C:5]([CH:10]=[CH:11][CH:12]=1)[C:6]([O:8][CH3:9])=[O:7].[C:13]([N:17]1[C:21](=[O:22])[C:20]([NH:23][CH:24]2[CH2:29][CH2:28][NH:27][CH2:26][CH2:25]2)=[C:19]([C:30]2[CH:35]=[CH:34][CH:33]=[CH:32][CH:31]=2)[S:18]1(=[O:37])=[O:36])([CH3:16])([CH3:15])[CH3:14]. No catalyst specified. The product is [C:13]([N:17]1[C:21](=[O:22])[C:20]([NH:23][CH:24]2[CH2:29][CH2:28][N:27]([CH2:2][C:3]3[CH:4]=[C:5]([CH:10]=[CH:11][CH:12]=3)[C:6]([O:8][CH3:9])=[O:7])[CH2:26][CH2:25]2)=[C:19]([C:30]2[CH:31]=[CH:32][CH:33]=[CH:34][CH:35]=2)[S:18]1(=[O:37])=[O:36])([CH3:16])([CH3:14])[CH3:15]. The yield is 0.480.